This data is from Catalyst prediction with 721,799 reactions and 888 catalyst types from USPTO. The task is: Predict which catalyst facilitates the given reaction. (1) Reactant: [CH3:1][O:2][C:3](=[O:18])[C:4]([C:16]#[N:17])=[CH:5][C:6]1[C:15]2[C:10](=[CH:11][CH:12]=[CH:13][CH:14]=2)[CH:9]=[CH:8][CH:7]=1.[CH3:19][O:20][C:21]1[CH:26]=[CH:25][CH:24]=[CH:23][C:22]=1[Mg]Br.[CH3:29]I.Cl. Product: [CH3:1][O:2][C:3](=[O:18])[C:4]([C:16]#[N:17])([CH3:29])[CH:5]([C:22]1[CH:23]=[CH:24][CH:25]=[CH:26][C:21]=1[O:20][CH3:19])[C:6]1[C:15]2[C:10](=[CH:11][CH:12]=[CH:13][CH:14]=2)[CH:9]=[CH:8][CH:7]=1. The catalyst class is: 1. (2) Reactant: [NH:1]1[CH2:5][CH2:4][CH:3]([NH:6][C:7]2[C:8]3[CH:9]=[CH:10][N:11]=[CH:12][C:13]=3[CH:14]=[CH:15][CH:16]=2)[CH2:2]1.[C:17]([O:20][CH2:21][CH2:22][O:23][C:24]1[CH:29]=[CH:28][CH:27]=[C:26]([CH:30]=O)[CH:25]=1)(=[O:19])[CH3:18].C(O[BH-](OC(=O)C)OC(=O)C)(=O)C.[Na+]. Product: [C:17]([O:20][CH2:21][CH2:22][O:23][C:24]1[CH:29]=[CH:28][CH:27]=[C:26]([CH2:30][N:1]2[CH2:5][CH2:4][CH:3]([NH:6][C:7]3[CH:16]=[CH:15][CH:14]=[C:13]4[C:8]=3[CH:9]=[CH:10][N:11]=[CH:12]4)[CH2:2]2)[CH:25]=1)(=[O:19])[CH3:18]. The catalyst class is: 16.